From a dataset of Peptide-MHC class I binding affinity with 185,985 pairs from IEDB/IMGT. Regression. Given a peptide amino acid sequence and an MHC pseudo amino acid sequence, predict their binding affinity value. This is MHC class I binding data. The peptide sequence is FPFKYAAAF. The MHC is Patr-B0101 with pseudo-sequence Patr-B0101. The binding affinity (normalized) is 0.